From a dataset of Reaction yield outcomes from USPTO patents with 853,638 reactions. Predict the reaction yield, written as a fraction of the theoretical maximum amount of product (1.0 means a 100% yield; for example, 0.34 means a 34% yield). The reactants are [N:1]1[CH:6]=[CH:5][CH:4]=[C:3]([NH:7][C:8](=[O:15])OCC(Cl)(Cl)Cl)[CH:2]=1.Cl.Cl.[F:18][C:19]1[CH:24]=[CH:23][CH:22]=[CH:21][C:20]=1[C:25]1[CH:30]=[CH:29][N:28]=[C:27]([N:31]2[CH2:36][CH2:35][NH:34][CH2:33][CH2:32]2)[N:26]=1. The catalyst is O1CCCC1.CCCCCC. The product is [F:18][C:19]1[CH:24]=[CH:23][CH:22]=[CH:21][C:20]=1[C:25]1[CH:30]=[CH:29][N:28]=[C:27]([N:31]2[CH2:32][CH2:33][N:34]([C:8]([NH:7][C:3]3[CH:2]=[N:1][CH:6]=[CH:5][CH:4]=3)=[O:15])[CH2:35][CH2:36]2)[N:26]=1. The yield is 0.590.